From a dataset of Full USPTO retrosynthesis dataset with 1.9M reactions from patents (1976-2016). Predict the reactants needed to synthesize the given product. (1) The reactants are: C(N(CC)CC)C.[C:8](Cl)(=[O:16])[O:9][C:10]1[CH:15]=[CH:14][CH:13]=[CH:12][CH:11]=1.[F:18][C:19]1[CH:29]=[CH:28][C:22]([O:23][CH2:24][CH2:25][CH2:26][NH2:27])=[C:21]([N+:30]([O-:32])=[O:31])[CH:20]=1. Given the product [C:10]1([O:9][C:8](=[O:16])[NH:27][CH2:26][CH2:25][CH2:24][O:23][C:22]2[CH:28]=[CH:29][C:19]([F:18])=[CH:20][C:21]=2[N+:30]([O-:32])=[O:31])[CH:15]=[CH:14][CH:13]=[CH:12][CH:11]=1, predict the reactants needed to synthesize it. (2) Given the product [Cl:1][C:2]1[CH:3]=[CH:4][C:5]([C:34]#[N:35])=[C:6]([C:8]2[C:13]([O:14][CH3:15])=[CH:12][N:11]([CH:16]([CH2:24][C:25]3([C:29]([F:31])([F:32])[F:30])[CH2:28][CH2:27][CH2:26]3)[C:17]([OH:19])=[O:18])[C:10](=[O:33])[CH:9]=2)[CH:7]=1, predict the reactants needed to synthesize it. The reactants are: [Cl:1][C:2]1[CH:3]=[CH:4][C:5]([C:34]#[N:35])=[C:6]([C:8]2[C:13]([O:14][CH3:15])=[CH:12][N:11]([CH:16]([CH2:24][C:25]3([C:29]([F:32])([F:31])[F:30])[CH2:28][CH2:27][CH2:26]3)[C:17]([O:19]C(C)(C)C)=[O:18])[C:10](=[O:33])[CH:9]=2)[CH:7]=1.C(O)(C(F)(F)F)=O. (3) Given the product [CH2:38]([O:27][C:26](=[O:28])[CH2:25][O:24][CH2:23][CH2:22][N:19]1[CH2:18][CH2:17][N:16]([CH:9]([C:10]2[CH:15]=[CH:14][CH:13]=[CH:12][CH:11]=2)[CH2:8][O:7][CH2:6][C:5]2[CH:29]=[C:30]([C:32]([F:33])([F:34])[F:35])[CH:31]=[C:3]([C:2]([F:1])([F:36])[F:37])[CH:4]=2)[CH2:21][CH2:20]1)[CH:39]([CH3:41])[CH3:40], predict the reactants needed to synthesize it. The reactants are: [F:1][C:2]([F:37])([F:36])[C:3]1[CH:4]=[C:5]([CH:29]=[C:30]([C:32]([F:35])([F:34])[F:33])[CH:31]=1)[CH2:6][O:7][CH2:8][CH:9]([N:16]1[CH2:21][CH2:20][N:19]([CH2:22][CH2:23][O:24][CH2:25][C:26]([OH:28])=[O:27])[CH2:18][CH2:17]1)[C:10]1[CH:15]=[CH:14][CH:13]=[CH:12][CH:11]=1.[CH2:38](O)[CH:39]([CH3:41])[CH3:40].CCN=C=NCCCN(C)C.